Dataset: Forward reaction prediction with 1.9M reactions from USPTO patents (1976-2016). Task: Predict the product of the given reaction. Given the reactants [NH2:1][C:2]1[N:3]=[N:4][C:5]([Cl:8])=[CH:6][CH:7]=1.Br[CH2:10][CH:11]=O, predict the reaction product. The product is: [Cl:8][C:5]1[CH:6]=[CH:7][C:2]2[N:3]([CH:10]=[CH:11][N:1]=2)[N:4]=1.